Task: Predict the product of the given reaction.. Dataset: Forward reaction prediction with 1.9M reactions from USPTO patents (1976-2016) (1) Given the reactants [F:1][C:2]1[CH:35]=[C:34]([N+:36]([O-:38])=[O:37])[CH:33]=[CH:32][C:3]=1[O:4][C:5]1[CH:10]=[CH:9][N:8]=[C:7]2[CH:11]=[C:12]([C:14]3[CH:31]=[CH:30][C:17]([CH2:18][NH:19][CH2:20][CH2:21][O:22][CH2:23][CH2:24][O:25][CH2:26][CH2:27][O:28][CH3:29])=[CH:16][CH:15]=3)[S:13][C:6]=12.[C:39](OC(=O)C)(=[O:41])[CH3:40], predict the reaction product. The product is: [F:1][C:2]1[CH:35]=[C:34]([N+:36]([O-:38])=[O:37])[CH:33]=[CH:32][C:3]=1[O:4][C:5]1[CH:10]=[CH:9][N:8]=[C:7]2[CH:11]=[C:12]([C:14]3[CH:31]=[CH:30][C:17]([CH2:18][N:19]([CH2:20][CH2:21][O:22][CH2:23][CH2:24][O:25][CH2:26][CH2:27][O:28][CH3:29])[C:39](=[O:41])[CH3:40])=[CH:16][CH:15]=3)[S:13][C:6]=12. (2) Given the reactants [CH3:1][N:2]([C:18]1[CH:23]=[CH:22][CH:21]=[CH:20][CH:19]=1)[C:3]1[N:8]2[N:9]=[CH:10][C:11]([C:12](=O)[CH2:13][CH3:14])=[C:7]2[N:6]=[C:5]([S:16][CH3:17])[N:4]=1.ClCCl.[Li+].[Cl-].[BH4-].[Na+], predict the reaction product. The product is: [CH3:1][N:2]([C:18]1[CH:19]=[CH:20][CH:21]=[CH:22][CH:23]=1)[C:3]1[N:8]2[N:9]=[CH:10][C:11]([CH2:12][CH2:13][CH3:14])=[C:7]2[N:6]=[C:5]([S:16][CH3:17])[N:4]=1.